From a dataset of Full USPTO retrosynthesis dataset with 1.9M reactions from patents (1976-2016). Predict the reactants needed to synthesize the given product. Given the product [Br:15][C:16]1[CH:17]=[C:18]([CH:19]=[C:20]([O:22][Si:23]([C:26]([CH3:27])([CH3:28])[CH3:29])([CH3:25])[CH3:24])[CH:21]=1)[CH2:30][O:31][C:33]1[CH:38]=[CH:37][CH:36]=[CH:35][C:34]=1[CH2:39][C:40]([O:42][C:43]([CH3:46])([CH3:45])[CH3:44])=[O:41], predict the reactants needed to synthesize it. The reactants are: CC(OC(/N=N/C(OC(C)C)=O)=O)C.[Br:15][C:16]1[CH:17]=[C:18]([CH2:30][OH:31])[CH:19]=[C:20]([O:22][Si:23]([C:26]([CH3:29])([CH3:28])[CH3:27])([CH3:25])[CH3:24])[CH:21]=1.O[C:33]1[CH:38]=[CH:37][CH:36]=[CH:35][C:34]=1[CH2:39][C:40]([O:42][C:43]([CH3:46])([CH3:45])[CH3:44])=[O:41].C1C=CC(P(C2C=CC=CC=2)C2C=CC=CC=2)=CC=1.[NH4+].[Cl-].